This data is from Full USPTO retrosynthesis dataset with 1.9M reactions from patents (1976-2016). The task is: Predict the reactants needed to synthesize the given product. (1) Given the product [Cl:6][C:1]12[C:2](=[O:3])[C:21]3[C:26](=[CH:25][CH:24]=[CH:23][CH:22]=3)[C:8]1([OH:7])[O:16][C:15]1[C:10]2=[CH:11][CH:12]=[C:13]([CH:17]([CH3:19])[CH3:18])[CH:14]=1, predict the reactants needed to synthesize it. The reactants are: [C:1]([Cl:6])(=O)[C:2](Cl)=[O:3].[OH:7][C:8]12[C:26]3[C:21](=[CH:22][CH:23]=[CH:24][CH:25]=3)C(=O)C1(O)[C:10]1[C:15]([O:16]2)=[CH:14][C:13]([CH:17]([CH3:19])[CH3:18])=[CH:12][CH:11]=1. (2) Given the product [Br:1][C:2]1[CH:7]=[CH:6][C:5]([C:8]2[N:12]([C:13]3[C:18]([Cl:19])=[CH:17][C:16]([Cl:20])=[CH:15][N:14]=3)[C:11]([Cl:21])=[N:10][C:29]=2[Cl:32])=[CH:4][CH:3]=1, predict the reactants needed to synthesize it. The reactants are: [Br:1][C:2]1[CH:7]=[CH:6][C:5]([C:8]2[N:12]([C:13]3[C:18]([Cl:19])=[CH:17][C:16]([Cl:20])=[CH:15][N:14]=3)[CH:11]=[N:10]C=2)=[CH:4][CH:3]=1.[Cl:21]N1C(=O)CCC1=O.[CH:29]([Cl:32])(Cl)Cl. (3) Given the product [CH2:1]([P:3]([CH2:19][CH2:20][OH:21])(=[O:9])[O:4][CH2:5][CH2:6][CH2:7][CH3:8])[CH3:2], predict the reactants needed to synthesize it. The reactants are: [CH2:1]([P:3]([O-:9])[O:4][CH2:5][CH2:6][CH2:7][CH3:8])[CH3:2].C([Li])CCC.B(F)(F)F.[CH3:19][CH2:20][O:21]CC.C1OC1.[Cl-].[NH4+].